Dataset: Forward reaction prediction with 1.9M reactions from USPTO patents (1976-2016). Task: Predict the product of the given reaction. (1) Given the reactants [OH:1][NH:2][C:3](=[NH:7])[CH:4]([CH3:6])[CH3:5].[H-].[Na+].[C:10]([O:14][C:15]([NH:17][CH2:18][CH2:19][C:20](OC)=O)=[O:16])([CH3:13])([CH3:12])[CH3:11].O, predict the reaction product. The product is: [CH:4]([C:3]1[N:7]=[C:20]([CH2:19][CH2:18][NH:17][C:15](=[O:16])[O:14][C:10]([CH3:13])([CH3:12])[CH3:11])[O:1][N:2]=1)([CH3:6])[CH3:5]. (2) Given the reactants [OH:1][C@@:2]1([CH2:22][O:23][CH3:24])[CH2:7][CH2:6][CH2:5][CH2:4][C@H:3]1[N:8]1[C:12]([C:13]2[CH:18]=[CH:17][CH:16]=[CH:15][CH:14]=2)=[C:11]([C:19]([OH:21])=O)[N:10]=[CH:9]1.[CH2:25]([N:32]1[CH2:37][CH2:36][NH:35][C@H:34]([CH2:38][C:39]2[N:40]=[CH:41][NH:42][CH:43]=2)[CH2:33]1)[C:26]1[CH:31]=[CH:30][CH:29]=[CH:28][CH:27]=1.CCN=C=NCCCN(C)C.Cl.C1C=CC2N(O)N=NC=2C=1.C(=O)([O-])O.[Na+], predict the reaction product. The product is: [CH2:25]([N:32]1[CH2:37][CH2:36][N:35]([C:19]([C:11]2[N:10]=[CH:9][N:8]([C@@H:3]3[CH2:4][CH2:5][CH2:6][CH2:7][C@:2]3([CH2:22][O:23][CH3:24])[OH:1])[C:12]=2[C:13]2[CH:18]=[CH:17][CH:16]=[CH:15][CH:14]=2)=[O:21])[C@H:34]([CH2:38][C:39]2[N:40]=[CH:41][NH:42][CH:43]=2)[CH2:33]1)[C:26]1[CH:27]=[CH:28][CH:29]=[CH:30][CH:31]=1. (3) The product is: [C:24]1([CH:17]([C:18]2[CH:19]=[CH:20][CH:21]=[CH:22][CH:23]=2)[C:14]2[S:13][C:12]([C:10]([NH:9][C@@H:5]([CH2:4][CH2:3][CH2:2][N:1]=[C:41]([NH:40][OH:39])[CH3:42])[C:6]([OH:8])=[O:7])=[O:11])=[CH:16][CH:15]=2)[CH:29]=[CH:28][CH:27]=[CH:26][CH:25]=1.[C:30]([OH:36])([C:32]([F:35])([F:34])[F:33])=[O:31]. Given the reactants [NH2:1][CH2:2][CH2:3][CH2:4][C@H:5]([NH:9][C:10]([C:12]1[S:13][C:14]([CH:17]([C:24]2[CH:29]=[CH:28][CH:27]=[CH:26][CH:25]=2)[C:18]2[CH:23]=[CH:22][CH:21]=[CH:20][CH:19]=2)=[CH:15][CH:16]=1)=[O:11])[C:6]([OH:8])=[O:7].[C:30]([OH:36])([C:32]([F:35])([F:34])[F:33])=[O:31].CO.[OH:39]/[N:40]=[C:41](/OCC)\[CH3:42], predict the reaction product. (4) Given the reactants COC(=O)[C:4]1[C:9]([F:10])=[CH:8][CH:7]=[CH:6][C:5]=1[N:11]([CH2:18][CH2:19][CH2:20][C:21]([O:23]CC)=O)[C:12]([O:14][CH:15]([CH3:17])[CH3:16])=[O:13].CC(C)([O-])C.[K+].Cl.[Cl-].[Li+], predict the reaction product. The product is: [CH:15]([O:14][C:12]([N:11]1[CH2:18][CH2:19][CH2:20][C:21](=[O:23])[C:4]2[C:9]([F:10])=[CH:8][CH:7]=[CH:6][C:5]1=2)=[O:13])([CH3:16])[CH3:17]. (5) Given the reactants C([O:5][C:6](=[O:35])[CH2:7][N:8]1[CH:13]=[CH:12][CH:11]=[C:10]([NH:14][C:15](=[O:33])[C@@H:16]([NH:25][C:26]([O:28][C:29]([CH3:32])([CH3:31])[CH3:30])=[O:27])[CH2:17][CH2:18]/[CH:19]=[CH:20]/[C:21]([O:23][CH3:24])=[O:22])[C:9]1=[O:34])(C)(C)C.CCN(C(C)C)C(C)C.C(ON1C(=O)CCC1=O)(OC(C)(C)C)=O, predict the reaction product. The product is: [C:29]([O:28][C:26]([NH:25][C@@H:16]([CH2:17][CH2:18]/[CH:19]=[CH:20]/[C:21]([O:23][CH3:24])=[O:22])[C:15]([NH:14][C:10]1[C:9](=[O:34])[N:8]([CH2:7][C:6]([OH:35])=[O:5])[CH:13]=[CH:12][CH:11]=1)=[O:33])=[O:27])([CH3:32])([CH3:31])[CH3:30]. (6) Given the reactants Cl[CH2:2][C:3]1[C:4]([S:9][CH2:10][CH2:11][CH3:12])=[N:5][CH:6]=[CH:7][CH:8]=1.C([O:15][C:16](=[O:28])[CH:17]([CH3:27])[CH2:18][C:19]1[CH:24]=[CH:23][C:22]([OH:25])=[C:21]([Cl:26])[CH:20]=1)C, predict the reaction product. The product is: [Cl:26][C:21]1[CH:20]=[C:19]([CH2:18][CH:17]([CH3:27])[C:16]([OH:28])=[O:15])[CH:24]=[CH:23][C:22]=1[O:25][CH2:2][C:3]1[C:4]([S:9][CH2:10][CH2:11][CH3:12])=[N:5][CH:6]=[CH:7][CH:8]=1.